Task: Predict the product of the given reaction.. Dataset: Forward reaction prediction with 1.9M reactions from USPTO patents (1976-2016) The product is: [NH:26]1[CH2:27][CH2:28][CH:23]([S:20]([C:17]2[CH:16]=[CH:15][C:14]([CH2:13][NH:12][C:10]([C:2]3[O:1][C:5]4=[CH:6][N:7]=[CH:8][CH:9]=[C:4]4[CH:3]=3)=[O:11])=[N:19][CH:18]=2)(=[O:22])=[O:21])[CH2:24][CH2:25]1. Given the reactants [O:1]1[C:5]2=[CH:6][N:7]=[CH:8][CH:9]=[C:4]2[CH:3]=[C:2]1[C:10]([NH:12][CH2:13][C:14]1[N:19]=[CH:18][C:17]([S:20]([CH:23]2[CH2:28][CH2:27][N:26](C(OC(C)(C)C)=O)[CH2:25][CH2:24]2)(=[O:22])=[O:21])=[CH:16][CH:15]=1)=[O:11], predict the reaction product.